From a dataset of Reaction yield outcomes from USPTO patents with 853,638 reactions. Predict the reaction yield, written as a fraction of the theoretical maximum amount of product (1.0 means a 100% yield; for example, 0.34 means a 34% yield). (1) The reactants are [N:1]1[C:10]2[C:5](=[CH:6][N:7]=[CH:8][CH:9]=2)[CH:4]=[CH:3][CH:2]=1.[Br:11]Br.N1C=CC=CC=1. The catalyst is C(Cl)(Cl)(Cl)Cl. The product is [Br:11][C:9]1[CH:8]=[N:7][CH:6]=[C:5]2[C:10]=1[N:1]=[CH:2][CH:3]=[CH:4]2. The yield is 0.270. (2) The catalyst is CO.N1CCCCC1. The reactants are [Cl:1][C:2]1[C:3]([OH:26])=[C:4]([CH2:12][N:13]2[CH2:18][CH2:17][N:16]([C:19]([O:21][C:22]([CH3:25])([CH3:24])[CH3:23])=[O:20])[CH2:15][CH2:14]2)[C:5]2[O:9][CH2:8][C:7](=[O:10])[C:6]=2[CH:11]=1.[CH3:27][C:28]1[N:33]=[C:32]2[NH:34][CH:35]=[C:36]([CH:37]=O)[C:31]2=[CH:30][CH:29]=1. The yield is 0.680. The product is [Cl:1][C:2]1[C:3]([OH:26])=[C:4]([CH2:12][N:13]2[CH2:18][CH2:17][N:16]([C:19]([O:21][C:22]([CH3:23])([CH3:25])[CH3:24])=[O:20])[CH2:15][CH2:14]2)[C:5]2[O:9]/[C:8](=[CH:37]\[C:36]3[C:31]4[C:32](=[N:33][C:28]([CH3:27])=[CH:29][CH:30]=4)[NH:34][CH:35]=3)/[C:7](=[O:10])[C:6]=2[CH:11]=1. (3) The reactants are O1CCCCC1[O:7][CH2:8][CH2:9][O:10][C:11]1[C:12]([CH2:17][O:18][CH2:19][CH2:20][N:21]([CH3:23])[CH3:22])=[N:13][CH:14]=[CH:15][CH:16]=1. The catalyst is CC(O)=O. The product is [CH3:22][N:21]([CH3:23])[CH2:20][CH2:19][O:18][CH2:17][C:12]1[C:11]([O:10][CH2:9][CH2:8][OH:7])=[CH:16][CH:15]=[CH:14][N:13]=1. The yield is 0.920. (4) The catalyst is C1(C)C=CC=CC=1. The product is [CH:39]1([O:38][C:33]2[CH:32]=[C:31]([C@@:9]([NH:8][C:6](=[O:7])[C:5]3[CH:41]=[CH:42][C:2]([F:1])=[C:3]([C:43]([F:46])([F:45])[F:44])[CH:4]=3)([C:17]3[CH:22]=[C:21]([O:23][C:24]([F:28])([F:29])[CH:25]([F:26])[F:27])[CH:20]=[C:19]([F:30])[CH:18]=3)[CH2:10][C:11]3[CH:12]=[CH:13][CH:14]=[CH:15][CH:16]=3)[CH:36]=[CH:35][C:34]=2[F:37])[CH2:48][CH2:40]1. The yield is 0.520. The reactants are [F:1][C:2]1[CH:42]=[CH:41][C:5]([C:6]([NH:8][C@:9]([C:31]2[CH:36]=[CH:35][C:34]([F:37])=[C:33]([O:38][CH:39]=[CH2:40])[CH:32]=2)([C:17]2[CH:22]=[C:21]([O:23][C:24]([F:29])([F:28])[CH:25]([F:27])[F:26])[CH:20]=[C:19]([F:30])[CH:18]=2)[CH2:10][C:11]2[CH:16]=[CH:15][CH:14]=[CH:13][CH:12]=2)=[O:7])=[CH:4][C:3]=1[C:43]([F:46])([F:45])[F:44].[Zn](CC)[CH2:48]C.C(I)I. (5) The reactants are C[O:2][C:3]1[C:8]([O:9]C)=[CH:7][CH:6]=[CH:5][C:4]=1[C:11](=[O:21])[CH2:12][C:13]1[CH:18]=[CH:17][CH:16]=[C:15]([O:19]C)[CH:14]=1.ClCCl.B(Br)(Br)Br. No catalyst specified. The product is [OH:2][C:3]1[C:8]([OH:9])=[CH:7][CH:6]=[CH:5][C:4]=1[C:11](=[O:21])[CH2:12][C:13]1[CH:18]=[CH:17][CH:16]=[C:15]([OH:19])[CH:14]=1. The yield is 0.389. (6) The reactants are F[C:2]1[C:7]([C:8]2[CH:13]=[CH:12][CH:11]=[CH:10][C:9]=2[F:14])=[CH:6][N:5]=[C:4]2[N:15]([S:18]([C:21]3[CH:26]=[CH:25][CH:24]=[CH:23][CH:22]=3)(=[O:20])=[O:19])[CH:16]=[CH:17][C:3]=12.[N:27]1([C:33]([O:35][C:36]([CH3:39])([CH3:38])[CH3:37])=[O:34])[CH2:32][CH2:31][NH:30][CH2:29][CH2:28]1.O. The catalyst is CN1C(=O)CCC1. The product is [F:14][C:9]1[CH:10]=[CH:11][CH:12]=[CH:13][C:8]=1[C:7]1[C:2]([N:30]2[CH2:29][CH2:28][N:27]([C:33]([O:35][C:36]([CH3:39])([CH3:38])[CH3:37])=[O:34])[CH2:32][CH2:31]2)=[C:3]2[CH:17]=[CH:16][N:15]([S:18]([C:21]3[CH:22]=[CH:23][CH:24]=[CH:25][CH:26]=3)(=[O:19])=[O:20])[C:4]2=[N:5][CH:6]=1. The yield is 0.352. (7) The reactants are CO[C:3](=[O:28])[C:4]1[CH:9]=[CH:8][C:7]([CH3:10])=[C:6]([N:11]2[C:16](=[O:17])[C:15]([Cl:18])=[C:14]([O:19][CH2:20][C:21]3[N:22]=[C:23]([CH3:26])[S:24][CH:25]=3)[N:13]=[C:12]2[CH3:27])[CH:5]=1.[OH-].[Na+].[C:31](N1C=CN=C1)(N1C=CN=C1)=O.Cl.[CH3:44][N:45](C)[OH:46].C(N(CC)CC)C. The catalyst is O1CCCC1. The product is [Cl:18][C:15]1[C:16](=[O:17])[N:11]([C:6]2[CH:5]=[C:4]([CH:9]=[CH:8][C:7]=2[CH3:10])[C:3]([N:45]([O:46][CH3:31])[CH3:44])=[O:28])[C:12]([CH3:27])=[N:13][C:14]=1[O:19][CH2:20][C:21]1[N:22]=[C:23]([CH3:26])[S:24][CH:25]=1. The yield is 0.710. (8) The reactants are N([O-])=O.[Na+].[N+]([O-])(O)=O.[Cl:9][C:10]1[CH:11]=[C:12]([CH2:16][CH2:17][C:18]2[C:27]3[C:22](=[CH:23][CH:24]=[C:25]([C:28]([C:37]4[CH:42]=[CH:41][C:40]([Cl:43])=[CH:39][CH:38]=4)([OH:36])[C:29]4[N:33]([CH3:34])[C:32](S)=[N:31][N:30]=4)[CH:26]=3)[N:21]([CH3:44])[C:20](=[O:45])[CH:19]=2)[CH:13]=[CH:14][CH:15]=1. The catalyst is O.C1COCC1. The product is [Cl:9][C:10]1[CH:11]=[C:12]([CH2:16][CH2:17][C:18]2[C:27]3[C:22](=[CH:23][CH:24]=[C:25]([C:28]([C:37]4[CH:42]=[CH:41][C:40]([Cl:43])=[CH:39][CH:38]=4)([OH:36])[C:29]4[N:33]([CH3:34])[CH:32]=[N:31][N:30]=4)[CH:26]=3)[N:21]([CH3:44])[C:20](=[O:45])[CH:19]=2)[CH:13]=[CH:14][CH:15]=1. The yield is 0.320. (9) The reactants are N[C:2]1[N:11]=[C:10]2[C:5]([C:6]([CH3:14])([CH3:13])[CH2:7][C:8](=[O:12])[NH:9]2)=[CH:4][CH:3]=1.N([O-])=O.[Na+].[NH4+].[OH-].[ClH:21]. The catalyst is O.Cl[Cu]. The product is [Cl:21][C:2]1[N:11]=[C:10]2[C:5]([C:6]([CH3:14])([CH3:13])[CH2:7][C:8](=[O:12])[NH:9]2)=[CH:4][CH:3]=1. The yield is 0.500.